Dataset: Forward reaction prediction with 1.9M reactions from USPTO patents (1976-2016). Task: Predict the product of the given reaction. Given the reactants [CH3:1][O:2][C:3]1[CH:4]=[C:5]2[C:10](=[CH:11][C:12]=1[O:13][CH3:14])[N:9]=[CH:8][N:7]=[C:6]2[C:15]1[NH:19][N:18]=[N:17][N:16]=1.C(N(CC)CC)C.Cl.Cl[CH2:29][C:30]1[CH:35]=[CH:34][CH:33]=[CH:32][N:31]=1, predict the reaction product. The product is: [CH3:1][O:2][C:3]1[CH:4]=[C:5]2[C:10](=[CH:11][C:12]=1[O:13][CH3:14])[N:9]=[CH:8][N:7]=[C:6]2[C:15]1[N:19]([CH2:29][C:30]2[CH:35]=[CH:34][CH:33]=[CH:32][N:31]=2)[N:18]=[N:17][N:16]=1.